From a dataset of Catalyst prediction with 721,799 reactions and 888 catalyst types from USPTO. Predict which catalyst facilitates the given reaction. (1) Reactant: [O:1]([CH2:8][C:9]1[N:13]([CH2:14][C:15]2[CH:20]=[CH:19][C:18]([O:21][C:22]([F:25])([F:24])[F:23])=[CH:17][CH:16]=2)[C:12]2[CH:26]=[CH:27][C:28]([C:30]([OH:32])=O)=[CH:29][C:11]=2[N:10]=1)[C:2]1[CH:7]=[CH:6][CH:5]=[CH:4][CH:3]=1.CC(C)N=C=NC(C)C.[CH2:42]([NH2:49])[CH2:43][CH2:44][CH2:45][CH2:46][CH2:47][CH3:48]. Product: [CH2:42]([NH:49][C:30]([C:28]1[CH:27]=[CH:26][C:12]2[N:13]([CH2:14][C:15]3[CH:16]=[CH:17][C:18]([O:21][C:22]([F:23])([F:24])[F:25])=[CH:19][CH:20]=3)[C:9]([CH2:8][O:1][C:2]3[CH:7]=[CH:6][CH:5]=[CH:4][CH:3]=3)=[N:10][C:11]=2[CH:29]=1)=[O:32])[CH2:43][CH2:44][CH2:45][CH2:46][CH2:47][CH3:48]. The catalyst class is: 1. (2) Reactant: [F:1][C:2]([F:17])([F:16])[C:3]1[CH:15]=[CH:14][C:6]2[CH:7]=[C:8]([C:10]([O:12]C)=[O:11])[S:9][C:5]=2[CH:4]=1.[OH-].[Na+]. Product: [F:16][C:2]([F:1])([F:17])[C:3]1[CH:15]=[CH:14][C:6]2[CH:7]=[C:8]([C:10]([OH:12])=[O:11])[S:9][C:5]=2[CH:4]=1. The catalyst class is: 5. (3) Product: [Br:11][C:10]1[C:5]2[O:4][C:3]([C:12]3[O:13][CH2:14][C:15]([CH3:18])([CH3:17])[N:16]=3)=[C:2]([NH:24][C:23]3[CH:25]=[CH:26][C:20]([I:19])=[CH:21][C:22]=3[F:27])[C:6]=2[CH:7]=[N:8][CH:9]=1. The catalyst class is: 20. Reactant: Br[C:2]1[C:6]2[CH:7]=[N:8][CH:9]=[C:10]([Br:11])[C:5]=2[O:4][C:3]=1[C:12]1[O:13][CH2:14][C:15]([CH3:18])([CH3:17])[N:16]=1.[I:19][C:20]1[CH:26]=[CH:25][C:23]([NH2:24])=[C:22]([F:27])[CH:21]=1.C[Si](C)(C)[N-][Si](C)(C)C.[Li+]. (4) Reactant: C1COCC1.[H-].[Na+:7].[C:8]([CH2:12][C:13]([O:15][CH2:16][CH3:17])=[O:14])(=O)[CH2:9][CH3:10].Cl[CH2:19][C:20](=[O:26])[CH2:21][C:22]([O:24][CH3:25])=[O:23]. Product: [CH2:16]([O:15][C:13]([C:12]1[CH2:19][C:20]([O-:26])=[C:21]([C:22]([O:24][CH3:25])=[O:23])[C:8]=1[CH2:9][CH3:10])=[O:14])[CH3:17].[Na+:7]. The catalyst class is: 809. (5) Reactant: O.[NH:2]1[CH2:7][CH2:6][C:5](=[O:8])[CH2:4][CH2:3]1.C([O-])([O-])=O.[K+].[K+].[Na+].[I-].[I:17][C:18]1[CH:25]=[CH:24][C:21]([CH2:22]Br)=[CH:20][CH:19]=1. Product: [I:17][C:18]1[CH:25]=[CH:24][C:21]([CH2:22][N:2]2[CH2:7][CH2:6][C:5](=[O:8])[CH2:4][CH2:3]2)=[CH:20][CH:19]=1. The catalyst class is: 10. (6) Reactant: Br[C:2]1[N:3]([CH2:9][O:10][CH2:11][CH2:12][Si:13]([CH3:16])([CH3:15])[CH3:14])[CH:4]=[C:5]([C:7]#[N:8])[N:6]=1.C([Mg]Cl)(C)C.C([C:24]([O:26][CH2:27][CH3:28])=[O:25])#N. Product: [CH2:27]([O:26][C:24]([C:2]1[N:3]([CH2:9][O:10][CH2:11][CH2:12][Si:13]([CH3:16])([CH3:15])[CH3:14])[CH:4]=[C:5]([C:7]#[N:8])[N:6]=1)=[O:25])[CH3:28]. The catalyst class is: 7. (7) Reactant: [C:1]([O:5][C:6]([N:8]1[CH2:13][CH2:12][N:11]([C:14]2[CH:19]=[CH:18][C:17]([NH2:20])=[CH:16][CH:15]=2)[CH2:10][CH2:9]1)=[O:7])([CH3:4])([CH3:3])[CH3:2].[Cl:21][C:22]1[CH:23]=[CH:24][C:25]([O:31][CH3:32])=[C:26]([N:28]=[C:29]=[O:30])[CH:27]=1.CO. Product: [C:1]([O:5][C:6]([N:8]1[CH2:13][CH2:12][N:11]([C:14]2[CH:15]=[CH:16][C:17]([NH:20][C:29]([NH:28][C:26]3[CH:27]=[C:22]([Cl:21])[CH:23]=[CH:24][C:25]=3[O:31][CH3:32])=[O:30])=[CH:18][CH:19]=2)[CH2:10][CH2:9]1)=[O:7])([CH3:4])([CH3:2])[CH3:3]. The catalyst class is: 7.